Dataset: Reaction yield outcomes from USPTO patents with 853,638 reactions. Task: Predict the reaction yield, written as a fraction of the theoretical maximum amount of product (1.0 means a 100% yield; for example, 0.34 means a 34% yield). (1) The reactants are Cl[C:2]1[CH:12]=[C:6]2[N:7]([CH3:11])[CH2:8][CH2:9][CH2:10][N:5]2[C:4](=[O:13])[N:3]=1.[C:14]1([CH3:22])[CH:19]=[CH:18][CH:17]=[CH:16][C:15]=1[CH2:20][SH:21].CC(C)([O-])C.[K+]. The catalyst is O1CCCC1. The product is [CH3:11][N:7]1[CH2:8][CH2:9][CH2:10][N:5]2[C:4](=[O:13])[N:3]=[C:2]([S:21][CH2:20][C:15]3[CH:16]=[CH:17][CH:18]=[CH:19][C:14]=3[CH3:22])[CH:12]=[C:6]12. The yield is 0.157. (2) The reactants are CO[C:3](=[O:28])[C:4]1[CH:9]=[CH:8][C:7]([O:10][CH2:11][C:12]2[C:13]([C:21]3[CH:26]=[CH:25][C:24]([F:27])=[CH:23][CH:22]=3)=[N:14][O:15][C:16]=2[C:17]([F:20])([F:19])[F:18])=[N:6][CH:5]=1.COC(=O)C1C=CC(OCC2C(C3C=CC=C(F)C=3)=NOC=2C)=NC=1.[F:54][C:55]([F:59])([F:58])[CH2:56][NH2:57]. No catalyst specified. The product is [F:27][C:24]1[CH:25]=[CH:26][C:21]([C:13]2[C:12]([CH2:11][O:10][C:7]3[CH:8]=[CH:9][C:4]([C:3]([NH:57][CH2:56][C:55]([F:59])([F:58])[F:54])=[O:28])=[CH:5][N:6]=3)=[C:16]([C:17]([F:18])([F:19])[F:20])[O:15][N:14]=2)=[CH:22][CH:23]=1. The yield is 0.980. (3) The catalyst is C(Cl)Cl. The product is [CH3:1][O:2][C:3]1[CH:4]=[C:5]2[C:10](=[CH:11][C:12]=1[O:13][CH3:14])[N:9]=[CH:8][CH:7]=[C:6]2[O:15][C:16]1[CH:22]=[CH:21][C:19]([NH:20][C:41](=[O:47])[O:42][CH2:43][CH2:56][CH2:55][O:54][C:53]2[CH:59]=[CH:60][C:50]([Cl:49])=[CH:51][CH:52]=2)=[CH:18][CH:17]=1. The yield is 0.550. The reactants are [CH3:1][O:2][C:3]1[CH:4]=[C:5]2[C:10](=[CH:11][C:12]=1[O:13][CH3:14])[N:9]=[CH:8][CH:7]=[C:6]2[O:15][C:16]1[CH:22]=[CH:21][C:19]([NH2:20])=[CH:18][CH:17]=1.C1(C)C=CC=CC=1.C(N(CC)CC)C.ClC(Cl)(O[C:41](=[O:47])[O:42][C:43](Cl)(Cl)Cl)Cl.[Cl:49][C:50]1[CH:60]=[CH:59][C:53]([O:54][CH2:55][CH2:56]CO)=[CH:52][CH:51]=1. (4) The yield is 0.580. The catalyst is [Pd].CO. The product is [NH2:19][C:18]1[C:13]([NH:12][C@@H:9]2[CH2:8][O:7][C@@H:6]([CH2:5][OH:4])[CH2:11][CH2:10]2)=[C:14]2[S:24][CH:23]=[CH:22][C:15]2=[N:16][CH:17]=1. The reactants are C([O:4][CH2:5][CH:6]1[CH:11]=[CH:10][C@H:9]([NH:12][C:13]2[C:18]([N+:19]([O-])=O)=[CH:17][N:16]=[C:15]3[CH:22]=[CH:23][S:24][C:14]=23)[CH2:8][O:7]1)(=O)C. (5) The reactants are [CH:1]1([N:6]2[C:10]3[N:11]=[C:12]([NH2:15])[N:13]=[CH:14][C:9]=3[C:8]3[CH:16]=[CH:17][N:18]=[C:19]([F:20])[C:7]2=3)[CH2:5][CH2:4][CH2:3][CH2:2]1.[Si:21]([O:28][CH2:29][CH:30]1[CH2:35][CH2:34][N:33]([C:36]2[CH:37]=[CH:38][C:39](Cl)=[N:40][CH:41]=2)[CH2:32][CH2:31]1)([C:24]([CH3:27])([CH3:26])[CH3:25])([CH3:23])[CH3:22].C1(P(C2C=CC=CC=2)C2C3OC4C(=CC=CC=4P(C4C=CC=CC=4)C4C=CC=CC=4)C(C)(C)C=3C=CC=2)C=CC=CC=1.CC(C)([O-])C.[Na+]. The catalyst is C1C=CC(/C=C/C(/C=C/C2C=CC=CC=2)=O)=CC=1.C1C=CC(/C=C/C(/C=C/C2C=CC=CC=2)=O)=CC=1.C1C=CC(/C=C/C(/C=C/C2C=CC=CC=2)=O)=CC=1.[Pd].[Pd].O1CCOCC1. The product is [Si:21]([O:28][CH2:29][CH:30]1[CH2:31][CH2:32][N:33]([C:36]2[CH:37]=[CH:38][C:39]([NH:15][C:12]3[N:13]=[CH:14][C:9]4[C:8]5[CH:16]=[CH:17][N:18]=[C:19]([F:20])[C:7]=5[N:6]([CH:1]5[CH2:2][CH2:3][CH2:4][CH2:5]5)[C:10]=4[N:11]=3)=[N:40][CH:41]=2)[CH2:34][CH2:35]1)([C:24]([CH3:27])([CH3:25])[CH3:26])([CH3:23])[CH3:22]. The yield is 0.570. (6) The reactants are S(=O)(=O)(O)O.C[O:7][C:8](=O)[CH2:9][CH2:10][C:11]1[CH:16]=[CH:15][C:14]([NH2:17])=[CH:13][CH:12]=1.[Na+].[Cl-].[NH4+:21].[OH-]. The catalyst is O.[Cl-].[Na+].O. The product is [NH2:17][C:14]1[CH:15]=[CH:16][C:11]([CH2:10][CH2:9][C:8]([NH2:21])=[O:7])=[CH:12][CH:13]=1. The yield is 0.810.